From a dataset of NCI-60 drug combinations with 297,098 pairs across 59 cell lines. Regression. Given two drug SMILES strings and cell line genomic features, predict the synergy score measuring deviation from expected non-interaction effect. Drug 1: CN(C)N=NC1=C(NC=N1)C(=O)N. Drug 2: C(CCl)NC(=O)N(CCCl)N=O. Cell line: MDA-MB-231. Synergy scores: CSS=-1.35, Synergy_ZIP=-1.25, Synergy_Bliss=-1.68, Synergy_Loewe=-5.67, Synergy_HSA=-5.04.